From a dataset of Full USPTO retrosynthesis dataset with 1.9M reactions from patents (1976-2016). Predict the reactants needed to synthesize the given product. (1) Given the product [C:17]1([CH3:20])[CH:18]=[CH:19][C:14]([C:8]2[C:9]([OH:10])=[N:24][CH:23]=[N:25][C:7]=2[OH:6])=[CH:15][CH:16]=1, predict the reactants needed to synthesize it. The reactants are: C[O-].[Na+].C([O:6][C:7](=O)[CH:8]([C:14]1[CH:19]=[CH:18][C:17]([CH3:20])=[CH:16][CH:15]=1)[C:9](OCC)=[O:10])C.Cl.[CH:23]([NH2:25])=[NH:24]. (2) Given the product [CH2:38]([C:2]1[CH:3]=[CH:4][C:5]2[N:6]([CH2:32][CH:33]([CH3:35])[CH3:34])[C:7]3[C:12]([C:13]=2[CH:14]=1)=[CH:11][C:10]([C:15]1[CH:16]=[CH:17][C:18]2[N:19]([CH2:28][CH:29]([CH3:31])[CH3:30])[C:20]4[C:25]([C:26]=2[CH:27]=1)=[CH:24][CH:23]=[CH:22][CH:21]=4)=[CH:9][CH:8]=3)[CH:37]=[CH2:36], predict the reactants needed to synthesize it. The reactants are: Br[C:2]1[CH:3]=[CH:4][C:5]2[N:6]([CH2:32][CH:33]([CH3:35])[CH3:34])[C:7]3[C:12]([C:13]=2[CH:14]=1)=[CH:11][C:10]([C:15]1[CH:16]=[CH:17][C:18]2[N:19]([CH2:28][CH:29]([CH3:31])[CH3:30])[C:20]4[C:25]([C:26]=2[CH:27]=1)=[CH:24][CH:23]=[CH:22][CH:21]=4)=[CH:9][CH:8]=3.[CH2:36]([Sn](CCCC)(CCCC)CCCC)[CH:37]=[CH2:38].[Li+].[Cl-]. (3) Given the product [CH2:12]([N:19]1[C:31]2[C:30]3[CH:29]=[CH:28][C:27]([Br:32])=[CH:26][C:25]=3[N:24]=[C:23]([NH2:46])[C:22]=2[N:21]=[C:20]1[NH2:33])[C:13]1[CH:18]=[CH:17][CH:16]=[CH:15][CH:14]=1, predict the reactants needed to synthesize it. The reactants are: ClC1C=C(C=CC=1)C(OO)=O.[CH2:12]([N:19]1[C:31]2[C:30]3[CH:29]=[CH:28][C:27]([Br:32])=[CH:26][C:25]=3[N:24]=[CH:23][C:22]=2[N:21]=[C:20]1[NH2:33])[C:13]1[CH:18]=[CH:17][CH:16]=[CH:15][CH:14]=1.C1(C)C=CC(S(Cl)(=O)=O)=CC=1.[OH-].[NH4+:46]. (4) Given the product [Br:14][C:15]1[CH:20]=[CH:19][C:18]([S:21]([C:2]2[CH:11]=[CH:10][CH:9]=[CH:8][C:3]=2[C:4]([O:6][CH3:7])=[O:5])(=[O:23])=[O:22])=[CH:17][CH:16]=1, predict the reactants needed to synthesize it. The reactants are: Br[C:2]1[CH:11]=[CH:10][CH:9]=[CH:8][C:3]=1[C:4]([O:6][CH3:7])=[O:5].O.O.[Br:14][C:15]1[CH:20]=[CH:19][C:18]([S:21]([O-:23])=[O:22])=[CH:17][CH:16]=1.[Na+].